This data is from Full USPTO retrosynthesis dataset with 1.9M reactions from patents (1976-2016). The task is: Predict the reactants needed to synthesize the given product. (1) Given the product [NH2:36][C:16]1([C:12]2[CH:11]=[C:10]([C:4]3[CH:5]=[CH:6][C:7]([C:8]#[N:9])=[C:2]([Cl:1])[CH:3]=3)[CH:15]=[N:14][CH:13]=2)[CH2:18][CH2:17]1, predict the reactants needed to synthesize it. The reactants are: [Cl:1][C:2]1[CH:3]=[C:4]([C:10]2[CH:11]=[C:12]([C:16]3(C(O)=O)[CH2:18][CH2:17]3)[CH:13]=[N:14][CH:15]=2)[CH:5]=[CH:6][C:7]=1[C:8]#[N:9].C1(P([N:36]=[N+]=[N-])(C2C=CC=CC=2)=O)C=CC=CC=1.CC([O-])(C)C.[K+]. (2) Given the product [Br:13][C:7]1[C:5]2[S:6][C:2]([S:19]([Cl:22])(=[O:21])=[O:20])=[CH:3][C:4]=2[CH:10]=[CH:9][C:8]=1[O:11][CH3:12], predict the reactants needed to synthesize it. The reactants are: Br[C:2]1[S:6][C:5]2[C:7]([Br:13])=[C:8]([O:11][CH3:12])[CH:9]=[CH:10][C:4]=2[CH:3]=1.[Li]CCCC.[S:19](=[O:21])=[O:20].[Cl:22]N1C(=O)CCC1=O. (3) Given the product [O:1]=[C:2]1[CH2:7][N:6]([CH2:39][CH2:38][C:34]2[CH:33]=[C:32]3[C:37](=[CH:36][CH:35]=2)[C:28](=[O:27])[O:29][CH2:30][CH2:31]3)[CH2:5][CH2:4][N:3]1[CH:8]1[CH2:17][CH2:16][C:15]2[CH:14]=[C:13]([C:18]#[N:19])[CH:12]=[CH:11][C:10]=2[CH2:9]1, predict the reactants needed to synthesize it. The reactants are: [O:1]=[C:2]1[CH2:7][NH:6][CH2:5][CH2:4][N:3]1[CH:8]1[CH2:17][CH2:16][C:15]2[CH:14]=[C:13]([C:18]#[N:19])[CH:12]=[CH:11][C:10]=2[CH2:9]1.C(N(CC)CC)C.[O:27]=[C:28]1[C:37]2[C:32](=[CH:33][C:34]([CH2:38][CH:39]=O)=[CH:35][CH:36]=2)[CH2:31][CH2:30][O:29]1.C(O[BH-](OC(=O)C)OC(=O)C)(=O)C.[Na+].